This data is from Reaction yield outcomes from USPTO patents with 853,638 reactions. The task is: Predict the reaction yield, written as a fraction of the theoretical maximum amount of product (1.0 means a 100% yield; for example, 0.34 means a 34% yield). The reactants are C[O:2][C:3]1[N:4]([CH2:21][C:22]2[CH:27]=[CH:26][C:25]([CH2:28]O)=[CH:24][CH:23]=2)[C:5]2[C:10]([N:11]=1)=[C:9]([NH2:12])[N:8]=[C:7]([NH:13][CH2:14][C:15]1[CH:20]=[CH:19][N:18]=[CH:17][CH:16]=1)[N:6]=2.O=S(Cl)[Cl:32]. The catalyst is C(Cl)(Cl)Cl. The product is [N:18]1[CH:19]=[CH:20][C:15]([CH2:14][NH:13][C:7]2[N:6]=[C:5]3[C:10]([NH:11][C:3](=[O:2])[N:4]3[CH2:21][C:22]3[CH:27]=[CH:26][C:25]([CH2:28][Cl:32])=[CH:24][CH:23]=3)=[C:9]([NH2:12])[N:8]=2)=[CH:16][CH:17]=1. The yield is 1.00.